Predict the product of the given reaction. From a dataset of Forward reaction prediction with 1.9M reactions from USPTO patents (1976-2016). (1) Given the reactants [CH2:1]([O:3][C:4](=[O:12])[C:5]1[CH:10]=[CH:9][C:8]([NH2:11])=[CH:7][CH:6]=1)[CH3:2].[F:13][C:14]1[CH:15]=[C:16]([CH:19]=[C:20]([F:22])[CH:21]=1)[CH:17]=O, predict the reaction product. The product is: [CH2:1]([O:3][C:4](=[O:12])[C:5]1[CH:10]=[CH:9][C:8]([N:11]=[CH:17][C:16]2[CH:15]=[C:14]([F:13])[CH:21]=[C:20]([F:22])[CH:19]=2)=[CH:7][CH:6]=1)[CH3:2]. (2) Given the reactants C(O[C:6]([NH:8][CH2:9][C:10]1[CH:11]=[CH:12][C:13]([Cl:19])=[C:14]([CH:18]=1)[C:15]([OH:17])=O)=[O:7])(C)(C)C.Cl[C:21](N(C)C)=[C:22]([CH3:24])[CH3:23].[NH2:28][C:29]1[CH:30]=[C:31]([F:39])[C:32]([F:38])=[C:33]([CH:37]=1)[C:34]([OH:36])=[O:35].CC1C(O)=C(C=O)C(COP(O)(O)=O)=CN=1.O, predict the reaction product. The product is: [Cl:19][C:13]1[CH:12]=[CH:11][C:10]([CH2:9][NH:8][C:6]([C:22]([CH3:21])([CH3:23])[CH3:24])=[O:7])=[CH:18][C:14]=1[C:15]([NH:28][C:29]1[CH:30]=[C:31]([F:39])[C:32]([F:38])=[C:33]([CH:37]=1)[C:34]([OH:36])=[O:35])=[O:17]. (3) Given the reactants Cl[C:2]1[N:7]=[C:6]([C:8]2[C:16]3[C:11](=[CH:12][CH:13]=[CH:14][CH:15]=3)[N:10]([S:17]([C:20]3[CH:25]=[CH:24][CH:23]=[CH:22][CH:21]=3)(=[O:19])=[O:18])[CH:9]=2)[C:5]([Cl:26])=[CH:4][N:3]=1.[NH2:27][C@@H:28]1[CH2:33][CH2:32][CH2:31][C@H:30]([NH:34][C:35](=[O:41])[O:36][C:37]([CH3:40])([CH3:39])[CH3:38])[CH2:29]1.C(N(C(C)C)CC)(C)C, predict the reaction product. The product is: [Cl:26][C:5]1[C:6]([C:8]2[C:16]3[C:11](=[CH:12][CH:13]=[CH:14][CH:15]=3)[N:10]([S:17]([C:20]3[CH:21]=[CH:22][CH:23]=[CH:24][CH:25]=3)(=[O:18])=[O:19])[CH:9]=2)=[N:7][C:2]([NH:27][C@@H:28]2[CH2:33][CH2:32][CH2:31][C@H:30]([NH:34][C:35](=[O:41])[O:36][C:37]([CH3:39])([CH3:38])[CH3:40])[CH2:29]2)=[N:3][CH:4]=1. (4) Given the reactants Cl[C:2]1[CH:3]=[C:4]2[C:10]([C:11]3[CH:19]=[CH:18][C:14]([C:15]([OH:17])=[O:16])=[CH:13][C:12]=3[F:20])=[CH:9][N:8]([C:21](=[O:33])[C:22]3[C:27]([C:28]([F:31])([F:30])[F:29])=[CH:26][CH:25]=[CH:24][C:23]=3[Cl:32])[C:5]2=[CH:6][N:7]=1.[C:34]([NH2:41])([O:36][C:37]([CH3:40])([CH3:39])[CH3:38])=[O:35].[OH-].[Na+].O1CCOCC1, predict the reaction product. The product is: [C:37]([O:36][C:34]([NH:41][C:2]1[CH:3]=[C:4]2[C:10]([C:11]3[CH:19]=[CH:18][C:14]([C:15]([OH:17])=[O:16])=[CH:13][C:12]=3[F:20])=[CH:9][N:8]([C:21](=[O:33])[C:22]3[C:27]([C:28]([F:30])([F:29])[F:31])=[CH:26][CH:25]=[CH:24][C:23]=3[Cl:32])[C:5]2=[CH:6][N:7]=1)=[O:35])([CH3:40])([CH3:39])[CH3:38]. (5) The product is: [Cl:1][C:2]1[CH:3]=[C:4]([C@@H:9]2[O:15][CH2:14][CH2:13][N:12]([C:16]([O:18][C:19]([CH3:20])([CH3:21])[CH3:22])=[O:17])[CH2:11][C@H:10]2[CH2:23][CH2:24][C:25]([O:27][CH2:28][CH3:29])=[O:26])[CH:5]=[CH:6][C:7]=1[Cl:8]. Given the reactants [Cl:1][C:2]1[CH:3]=[C:4]([C@@H:9]2[O:15][CH2:14][CH2:13][N:12]([C:16]([O:18][C:19]([CH3:22])([CH3:21])[CH3:20])=[O:17])[CH2:11][C@H:10]2/[CH:23]=[CH:24]/[C:25]([O:27][CH2:28][CH3:29])=[O:26])[CH:5]=[CH:6][C:7]=1[Cl:8], predict the reaction product. (6) Given the reactants [NH2:1][C:2]1[CH:3]=[C:4]([CH:12]=[CH:13][C:14]=1[NH2:15])[O:5][CH2:6][C:7]([O:9][CH2:10][CH3:11])=[O:8].N1C=CC=CC=1.Cl[C:23](Cl)([O:25]C(=O)OC(Cl)(Cl)Cl)Cl, predict the reaction product. The product is: [O:25]=[C:23]1[NH:15][C:14]2[CH:13]=[CH:12][C:4]([O:5][CH2:6][C:7]([O:9][CH2:10][CH3:11])=[O:8])=[CH:3][C:2]=2[NH:1]1. (7) Given the reactants [NH2:1][C:2]1[CH:7]=[CH:6][C:5]([CH3:8])=[CH:4][C:3]=1[OH:9].[NH2:10][C:11]1[CH:12]=[C:13]([CH:17]=[CH:18][CH:19]=1)[C:14](O)=O, predict the reaction product. The product is: [NH2:10][C:11]1[CH:12]=[C:13]([C:14]2[O:9][C:3]3[CH:4]=[C:5]([CH3:8])[CH:6]=[CH:7][C:2]=3[N:1]=2)[CH:17]=[CH:18][CH:19]=1. (8) Given the reactants [C:1]([N:8]1[CH2:12][CH2:11][C@@H:10]([NH2:13])[CH2:9]1)([O:3][C:4]([CH3:7])([CH3:6])[CH3:5])=[O:2].[N:14]1([C:23]2[CH:31]=[CH:30][C:26]([C:27](O)=[O:28])=[CH:25][CH:24]=2)[C:22]2[C:17](=[CH:18][CH:19]=[CH:20][CH:21]=2)[CH:16]=[N:15]1, predict the reaction product. The product is: [N:14]1([C:23]2[CH:31]=[CH:30][C:26]([C:27]([NH:13][C@@H:10]3[CH2:11][CH2:12][N:8]([C:1]([O:3][C:4]([CH3:7])([CH3:6])[CH3:5])=[O:2])[CH2:9]3)=[O:28])=[CH:25][CH:24]=2)[C:22]2[C:17](=[CH:18][CH:19]=[CH:20][CH:21]=2)[CH:16]=[N:15]1. (9) Given the reactants [C:1]([CH2:3][CH2:4][O:5][P:6]([Cl:8])Cl)#[N:2].[CH:9]([NH:12][CH:13]([CH3:15])[CH3:14])([CH3:11])[CH3:10], predict the reaction product. The product is: [CH:9]([N:12]([CH:13]([CH3:15])[CH3:14])[P:6]([Cl:8])[O:5][CH2:4][CH2:3][C:1]#[N:2])([CH3:11])[CH3:10].